Dataset: Peptide-MHC class I binding affinity with 185,985 pairs from IEDB/IMGT. Task: Regression. Given a peptide amino acid sequence and an MHC pseudo amino acid sequence, predict their binding affinity value. This is MHC class I binding data. (1) The peptide sequence is DFGYATMAK. The MHC is HLA-A03:01 with pseudo-sequence HLA-A03:01. The binding affinity (normalized) is 0.318. (2) The peptide sequence is FVHTLLKTY. The MHC is HLA-B15:01 with pseudo-sequence HLA-B15:01. The binding affinity (normalized) is 0.470. (3) The binding affinity (normalized) is 0.0847. The peptide sequence is EGNLAQGFR. The MHC is HLA-A69:01 with pseudo-sequence HLA-A69:01. (4) The peptide sequence is ATAGWTFGA. The MHC is HLA-A02:06 with pseudo-sequence HLA-A02:06. The binding affinity (normalized) is 0.458. (5) The peptide sequence is KQIMECSRM. The MHC is HLA-A68:02 with pseudo-sequence HLA-A68:02. The binding affinity (normalized) is 0. (6) The peptide sequence is YQYVRLHEM. The MHC is HLA-A02:01 with pseudo-sequence HLA-A02:01. The binding affinity (normalized) is 0.795. (7) The peptide sequence is SLGQHIYET. The MHC is HLA-A02:01 with pseudo-sequence HLA-A02:01. The binding affinity (normalized) is 0.770.